Predict the reaction yield, written as a fraction of the theoretical maximum amount of product (1.0 means a 100% yield; for example, 0.34 means a 34% yield). From a dataset of Reaction yield outcomes from USPTO patents with 853,638 reactions. (1) The product is [F:39][C:36]1[CH:35]=[CH:34][C:33]([CH:26]([C:23]2[CH:24]=[CH:25][C:20]([F:19])=[CH:21][CH:22]=2)[N:27]2[CH2:28][CH2:29][N:30]([CH2:17][CH2:16][CH2:15][CH:13]3[O:12][N:11]=[C:10]([C:6]4[CH:7]=[CH:8][CH:9]=[C:4]([N+:1]([O-:3])=[O:2])[CH:5]=4)[CH2:14]3)[CH2:31][CH2:32]2)=[CH:38][CH:37]=1. The reactants are [N+:1]([C:4]1[CH:5]=[C:6]([C:10]2[CH2:14][CH:13]([CH2:15][CH2:16][CH:17]=O)[O:12][N:11]=2)[CH:7]=[CH:8][CH:9]=1)([O-:3])=[O:2].[F:19][C:20]1[CH:25]=[CH:24][C:23]([CH:26]([C:33]2[CH:38]=[CH:37][C:36]([F:39])=[CH:35][CH:34]=2)[N:27]2[CH2:32][CH2:31][NH:30][CH2:29][CH2:28]2)=[CH:22][CH:21]=1.[BH-](OC(C)=O)(OC(C)=O)OC(C)=O.[Na+]. The yield is 0.647. The catalyst is C(Cl)Cl. (2) The reactants are CN(C)[CH:3]=[C:4]([C:12]1[CH:17]=[CH:16][N:15]=[CH:14][N:13]=1)[C:5]([C:7]1[O:8][CH:9]=[CH:10][CH:11]=1)=O.C([O-])([O-])=O.[K+].[K+].Cl.[NH2:26][C:27]([NH2:29])=[NH:28].O. The catalyst is CN(C=O)C. The product is [O:8]1[CH:9]=[CH:10][CH:11]=[C:7]1[C:5]1[C:4]([C:12]2[CH:17]=[CH:16][N:15]=[CH:14][N:13]=2)=[CH:3][N:26]=[C:27]([NH2:29])[N:28]=1. The yield is 0.610. (3) The reactants are Br[CH2:2][C:3]1[CH:8]=[CH:7][CH:6]=[C:5]([CH2:9][Br:10])[N:4]=1.[CH:11]([O:14][CH2:15][CH2:16][OH:17])([CH3:13])[CH3:12]. No catalyst specified. The product is [Br:10][CH2:9][C:5]1[CH:6]=[CH:7][CH:8]=[C:3]([CH2:2][O:17][CH2:16][CH2:15][O:14][CH:11]([CH3:13])[CH3:12])[N:4]=1. The yield is 0.280. (4) The reactants are [CH2:1]([O:8][C:9]1[CH:24]=[CH:23][C:12]([CH:13]=[N:14][CH2:15][CH2:16][C:17]2[CH:22]=[CH:21][CH:20]=[CH:19][CH:18]=2)=[CH:11][CH:10]=1)[C:2]1[CH:7]=[CH:6][CH:5]=[CH:4][CH:3]=1.[F:25][C:26]1[CH:31]=[CH:30][C:29]([CH2:32][C:33](Cl)=[O:34])=[CH:28][CH:27]=1.CCN(CC)CC. The catalyst is C1(C)C=CC=CC=1. The product is [CH2:1]([O:8][C:9]1[CH:24]=[CH:23][C:12]([CH:13]2[N:14]([CH2:15][CH2:16][C:17]3[CH:22]=[CH:21][CH:20]=[CH:19][CH:18]=3)[C:33](=[O:34])[CH:32]2[C:29]2[CH:30]=[CH:31][C:26]([F:25])=[CH:27][CH:28]=2)=[CH:11][CH:10]=1)[C:2]1[CH:3]=[CH:4][CH:5]=[CH:6][CH:7]=1. The yield is 0.520. (5) The reactants are C1([NH:7][C:8]([C:10]2[C:11](=[O:23])[N:12]([CH3:22])[C:13]3[C:18]([C:19]=2O)=[CH:17][C:16]([F:21])=[CH:15][CH:14]=3)=O)CCCCC1.P(Cl)(Cl)([Cl:26])=O. No catalyst specified. The product is [Cl:26][C:19]1[C:18]2[C:13](=[CH:14][CH:15]=[C:16]([F:21])[CH:17]=2)[N:12]([CH3:22])[C:11](=[O:23])[C:10]=1[C:8]#[N:7]. The yield is 0.560. (6) The reactants are [CH2:1]([N:8]1[CH2:17][CH2:16][C:15]2[C:14](Cl)=[N:13][CH:12]=[N:11][C:10]=2[CH2:9]1)[C:2]1[CH:7]=[CH:6][CH:5]=[CH:4][CH:3]=1.C([Sn](CCCC)(CCCC)[C:24]1[CH:29]=[CH:28][CH:27]=[CH:26][N:25]=1)CCC.O1C=CC=C1P(C1OC=CC=1)C1OC=CC=1. The catalyst is O1CCOCC1.O.C(OCC)(=O)C.C([O-])(=O)C.[Pd+2].C([O-])(=O)C. The product is [CH2:1]([N:8]1[CH2:17][CH2:16][C:15]2[C:14]([C:24]3[CH:29]=[CH:28][CH:27]=[CH:26][N:25]=3)=[N:13][CH:12]=[N:11][C:10]=2[CH2:9]1)[C:2]1[CH:7]=[CH:6][CH:5]=[CH:4][CH:3]=1. The yield is 0.390.